This data is from Forward reaction prediction with 1.9M reactions from USPTO patents (1976-2016). The task is: Predict the product of the given reaction. (1) Given the reactants Cl.[CH3:2][C:3]1([CH3:15])[C:11]2[C:6](=[CH:7][C:8]([N+:12]([O-:14])=[O:13])=[CH:9][CH:10]=2)[NH:5][CH2:4]1.[CH3:16][S:17](Cl)(=[O:19])=[O:18].O, predict the reaction product. The product is: [CH3:16][S:17]([N:5]1[C:6]2[C:11](=[CH:10][CH:9]=[C:8]([N+:12]([O-:14])=[O:13])[CH:7]=2)[C:3]([CH3:15])([CH3:2])[CH2:4]1)(=[O:19])=[O:18]. (2) Given the reactants [CH3:1][S:2](Cl)(=[O:4])=[O:3].[NH2:6][C:7]1[CH:8]=[C:9]([CH:13]2[CH2:22][C:21]([CH3:24])([CH3:23])[C:20]3[C:15](=[CH:16][CH:17]=[C:18]([C:25]#[N:26])[CH:19]=3)[NH:14]2)[CH:10]=[CH:11][CH:12]=1.N1C=CC=CC=1, predict the reaction product. The product is: [C:25]([C:18]1[CH:19]=[C:20]2[C:15](=[CH:16][CH:17]=1)[NH:14][CH:13]([C:9]1[CH:8]=[C:7]([NH:6][S:2]([CH3:1])(=[O:4])=[O:3])[CH:12]=[CH:11][CH:10]=1)[CH2:22][C:21]2([CH3:24])[CH3:23])#[N:26].